Dataset: Reaction yield outcomes from USPTO patents with 853,638 reactions. Task: Predict the reaction yield, written as a fraction of the theoretical maximum amount of product (1.0 means a 100% yield; for example, 0.34 means a 34% yield). (1) The reactants are [Cl:1][CH2:2][C:3]1[N:4]=[C:5]2[CH:10]=[CH:9][CH:8]=[CH:7][N:6]2[CH:11]=1.[I:12]N1C(=O)CCC1=O. The catalyst is C(#N)C. The product is [Cl:1][CH2:2][C:3]1[N:4]=[C:5]2[CH:10]=[CH:9][CH:8]=[CH:7][N:6]2[C:11]=1[I:12]. The yield is 0.950. (2) The reactants are [NH2:1][C@H:2]1[C:11]2[C:6](=[CH:7][CH:8]=[C:9]([F:12])[CH:10]=2)[N:5]([C:13](=[O:15])[CH3:14])[C@@H:4]([CH:16]2[CH2:18][CH2:17]2)[C@@H:3]1[CH3:19].Br[C:21]1[C:22]([O:27][CH3:28])=[N:23][CH:24]=[CH:25][CH:26]=1.CN(C1C(C2C(P(C3CCCCC3)C3CCCCC3)=CC=CC=2)=CC=CC=1)C.CC(C)([O-])C.[Na+]. The yield is 0.460. The catalyst is C1C=CC(/C=C/C(/C=C/C2C=CC=CC=2)=O)=CC=1.C1C=CC(/C=C/C(/C=C/C2C=CC=CC=2)=O)=CC=1.C1C=CC(/C=C/C(/C=C/C2C=CC=CC=2)=O)=CC=1.[Pd].[Pd].O1CCOCC1. The product is [CH:16]1([C@H:4]2[C@H:3]([CH3:19])[C@@H:2]([NH:1][C:21]3[C:22]([O:27][CH3:28])=[N:23][CH:24]=[CH:25][CH:26]=3)[C:11]3[C:6](=[CH:7][CH:8]=[C:9]([F:12])[CH:10]=3)[N:5]2[C:13](=[O:15])[CH3:14])[CH2:18][CH2:17]1. (3) The reactants are [N:1]12[CH2:8][CH2:7][CH:4]([CH2:5][CH2:6]1)[C@H:3]([NH:9][C:10]([C:12]1[CH:13]=[CH:14][CH:15]=[C:16]3[O:20][C:19]([C:21]4([CH3:24])[CH2:23][CH2:22]4)=[N:18][C:17]=13)=[O:11])[CH2:2]2.[ClH:25]. The catalyst is CO.C(OCC)C. The product is [ClH:25].[N:1]12[CH2:8][CH2:7][CH:4]([CH2:5][CH2:6]1)[C@H:3]([NH:9][C:10]([C:12]1[CH:13]=[CH:14][CH:15]=[C:16]3[O:20][C:19]([C:21]4([CH3:24])[CH2:23][CH2:22]4)=[N:18][C:17]=13)=[O:11])[CH2:2]2. The yield is 0.880. (4) The reactants are [CH3:1][C:2]1[N:10]([C:11]([C:13]2[CH:14]=[CH:15][C:16]([Cl:19])=[CH:17][CH:18]=2)=[O:12])[C:9]2[CH:8]=[CH:7][C:6]([O:20][CH3:21])=[CH:5][C:4]=2[C:3]=1[CH2:22][C:23]([OH:25])=O.[C:26]([O:30][C:31](=[O:37])[NH:32][CH2:33][CH2:34][CH2:35][NH2:36])([CH3:29])([CH3:28])[CH3:27].Cl.C(N=C=NCCCN(C)C)C.ON1C2C=CC=CC=2N=N1.C(N(CC)C(C)C)(C)C. The catalyst is CN(C)C=O. The product is [Cl:19][C:16]1[CH:15]=[CH:14][C:13]([C:11]([N:10]2[C:9]3[C:4](=[CH:5][C:6]([O:20][CH3:21])=[CH:7][CH:8]=3)[C:3]([CH2:22][C:23]([NH:36][CH2:35][CH2:34][CH2:33][NH:32][C:31](=[O:37])[O:30][C:26]([CH3:28])([CH3:27])[CH3:29])=[O:25])=[C:2]2[CH3:1])=[O:12])=[CH:18][CH:17]=1. The yield is 0.700. (5) The reactants are [CH3:1][O:2][C:3](=[O:22])[C:4]1[CH:9]=[C:8]([N+:10]([O-])=O)[C:7]([NH2:13])=[C:6]([F:14])[C:5]=1[NH:15][C:16]1[CH:21]=[CH:20][CH:19]=[CH:18][CH:17]=1.[CH:23](O)=O. The catalyst is C(O)C.[OH-].[OH-].[Pd+2]. The product is [CH3:1][O:2][C:3]([C:4]1[C:5]([NH:15][C:16]2[CH:21]=[CH:20][CH:19]=[CH:18][CH:17]=2)=[C:6]([F:14])[C:7]2[N:13]=[CH:23][NH:10][C:8]=2[CH:9]=1)=[O:22]. The yield is 0.860. (6) The reactants are Br[CH2:2][CH2:3][CH2:4][CH2:5][CH2:6][C:7]([NH:9][C@@H:10]1[CH2:15][CH2:14][CH2:13][CH2:12][C@@H:11]1[C:16]([N:18]1[C@@H:30]2[C@@H:21]([C@H:22]([C:31]3[CH:36]=[CH:35][CH:34]=[CH:33][CH:32]=3)[NH:23][C:24]3[CH:25]=[CH:26][CH:27]=[CH:28][C:29]=32)[CH2:20][CH2:19]1)=[O:17])=[O:8].O.[NH2:38][CH2:39][CH2:40][OH:41]. No catalyst specified. The product is [OH:41][CH2:40][CH2:39][NH:38][CH2:2][CH2:3][CH2:4][CH2:5][CH2:6][C:7]([NH:9][C@@H:10]1[CH2:15][CH2:14][CH2:13][CH2:12][C@@H:11]1[C:16]([N:18]1[C@@H:30]2[C@@H:21]([C@H:22]([C:31]3[CH:36]=[CH:35][CH:34]=[CH:33][CH:32]=3)[NH:23][C:24]3[CH:25]=[CH:26][CH:27]=[CH:28][C:29]=32)[CH2:20][CH2:19]1)=[O:17])=[O:8]. The yield is 0.730.